From a dataset of Reaction yield outcomes from USPTO patents with 853,638 reactions. Predict the reaction yield, written as a fraction of the theoretical maximum amount of product (1.0 means a 100% yield; for example, 0.34 means a 34% yield). The reactants are Br[C:2]1[C:3]2[C:4]3[CH:18]=[CH:17][S:16][C:5]=3[C:6](=[O:15])[NH:7][C:8]=2[C:9]([CH3:14])=[CH:10][C:11]=1[O:12][CH3:13].CC1(C)C(C)(C)OB([C:27]2[CH:32]=[CH:31][C:30]([CH2:33][CH:34]([NH:36][C:37](=[O:43])[O:38][C:39]([CH3:42])([CH3:41])[CH3:40])[CH3:35])=[CH:29][CH:28]=2)O1. No catalyst specified. The product is [CH3:13][O:12][C:11]1[CH:10]=[C:9]([CH3:14])[C:8]2[NH:7][C:6](=[O:15])[C:5]3[S:16][CH:17]=[CH:18][C:4]=3[C:3]=2[C:2]=1[C:27]1[CH:28]=[CH:29][C:30]([CH2:33][CH:34]([NH:36][C:37](=[O:43])[O:38][C:39]([CH3:42])([CH3:41])[CH3:40])[CH3:35])=[CH:31][CH:32]=1. The yield is 0.550.